From a dataset of Full USPTO retrosynthesis dataset with 1.9M reactions from patents (1976-2016). Predict the reactants needed to synthesize the given product. (1) Given the product [CH:41]1([C:5]2[CH:4]=[CH:3][C:2]([CH2:1][N:8]([C:30]3[CH:31]=[CH:32][C:33]([OH:39])=[C:34]([CH:38]=3)[C:35]([OH:37])=[O:36])[C:9](=[O:29])[CH2:10][N:11]([CH3:22])[S:12]([C:15]3[CH:16]=[CH:17][C:18]([CH3:21])=[CH:19][CH:20]=3)(=[O:13])=[O:14])=[CH:7][CH:6]=2)[CH2:40][CH2:4][CH2:3][CH2:2][CH2:1]1, predict the reactants needed to synthesize it. The reactants are: [CH2:1]([N:8]([C:30]1[CH:31]=[CH:32][C:33]([OH:39])=[C:34]([CH:38]=1)[C:35]([OH:37])=[O:36])[C:9](=[O:29])[CH2:10][N:11]([CH2:22]C1C=CC=CC=1)[S:12]([C:15]1[CH:20]=[CH:19][C:18]([CH3:21])=[CH:17][CH:16]=1)(=[O:14])=[O:13])[C:2]1[CH:7]=[CH:6][CH:5]=[CH:4][CH:3]=1.[C:40](#N)[CH3:41]. (2) Given the product [N+:1]([C:4]1[CH:5]=[C:6]2[C:10](=[CH:11][CH:12]=1)[N:9]([C:13](=[O:15])[CH3:14])[CH2:8][CH2:7]2)([O-:3])=[O:2], predict the reactants needed to synthesize it. The reactants are: [N+:1]([C:4]1[CH:5]=[C:6]2[C:10](=[CH:11][CH:12]=1)[NH:9][CH2:8][CH2:7]2)([O-:3])=[O:2].[C:13](Cl)(=[O:15])[CH3:14]. (3) Given the product [CH3:12][S:11][C:9]1[N:8]=[C:7]([NH:13][C:18]2[CH:19]=[CH:20][C:21]([S:24][CH3:25])=[CH:22][CH:23]=2)[C:6]2[C:16](=[O:17])[NH:15][CH:3]=[CH:4][C:5]=2[N:10]=1, predict the reactants needed to synthesize it. The reactants are: CN(C)/[CH:3]=[CH:4]/[C:5]1[N:10]=[C:9]([S:11][CH3:12])[N:8]=[C:7]2[N:13]([C:18]3[CH:23]=[CH:22][C:21]([S:24][CH3:25])=[CH:20][CH:19]=3)C=[N:15][C:16](=[O:17])[C:6]=12. (4) Given the product [NH2:15][C:16]1[C:24]2[C:19](=[N:20][C:21]([CH3:27])=[CH:22][C:23]=2[CH2:25][O:26][C:32]2[CH:40]=[CH:39][C:35]([C:36](=[O:37])[NH2:38])=[CH:34][CH:33]=2)[S:18][C:17]=1[C:28]([NH2:30])=[O:29], predict the reactants needed to synthesize it. The reactants are: CC(OC(/N=N/C(OC(C)C)=O)=O)C.[NH2:15][C:16]1[C:24]2[C:19](=[N:20][C:21]([CH3:27])=[CH:22][C:23]=2[CH2:25][OH:26])[S:18][C:17]=1[C:28]([NH2:30])=[O:29].O[C:32]1[CH:40]=[CH:39][C:35]([C:36]([NH2:38])=[O:37])=[CH:34][CH:33]=1.C1C=CC(P(C2C=CC=CC=2)C2C=CC=CC=2)=CC=1. (5) Given the product [C:1]([O:5][C:6](=[O:22])[NH:7][C:8]([CH3:21])([CH3:20])[CH2:9][C:10]1[C:18]2[C:13](=[C:14]([O:19][CH2:24][C:25]#[N:26])[CH:15]=[CH:16][CH:17]=2)[NH:12][CH:11]=1)([CH3:4])([CH3:2])[CH3:3], predict the reactants needed to synthesize it. The reactants are: [C:1]([O:5][C:6](=[O:22])[NH:7][C:8]([CH3:21])([CH3:20])[CH2:9][C:10]1[C:18]2[C:13](=[C:14]([OH:19])[CH:15]=[CH:16][CH:17]=2)[NH:12][CH:11]=1)([CH3:4])([CH3:3])[CH3:2].Br[CH2:24][C:25]#[N:26].C([O-])([O-])=O.[K+].[K+]. (6) Given the product [CH:14]1([CH2:17][NH:18][C:19](=[O:30])[NH:20][C:21]2[CH:22]=[CH:23][C:24]([C:25]([N:4]3[CH2:5][CH2:6][N:1]([C:7]([O:9][C:10]([CH3:13])([CH3:12])[CH3:11])=[O:8])[CH2:2][CH2:3]3)=[O:26])=[CH:28][CH:29]=2)[CH2:16][CH2:15]1, predict the reactants needed to synthesize it. The reactants are: [N:1]1([C:7]([O:9][C:10]([CH3:13])([CH3:12])[CH3:11])=[O:8])[CH2:6][CH2:5][NH:4][CH2:3][CH2:2]1.[CH:14]1([CH2:17][NH:18][C:19](=[O:30])[NH:20][C:21]2[CH:29]=[CH:28][C:24]([C:25](O)=[O:26])=[CH:23][CH:22]=2)[CH2:16][CH2:15]1.C(N(CC)CC)C.C(=O)([O-])O.[Na+]. (7) Given the product [CH3:18][S:10][C:9]([NH:8][C:11]1[CH:16]=[CH:15][CH:14]=[CH:13][CH:12]=1)=[C:2]([C:1]#[N:5])[C:3]#[N:4], predict the reactants needed to synthesize it. The reactants are: [C:1](#[N:5])[CH2:2][C:3]#[N:4].[H-].[Na+].[N:8]([C:11]1[CH:16]=[CH:15][CH:14]=[CH:13][CH:12]=1)=[C:9]=[S:10].I[CH3:18]. (8) Given the product [C:6]([O:47][C:33]1([CH3:32])[C:34]2([CH2:35][CH2:36][CH2:37][CH2:38]2)[CH2:39][CH2:40][CH2:41][C:42]21[CH2:43][CH2:44][CH2:45][CH2:46]2)(=[O:15])[C:5]([CH3:1])=[CH2:4], predict the reactants needed to synthesize it. The reactants are: [CH2:1]1[C:5]2(CCCC3(CCCC3)[C:6]2=[O:15])[CH2:4]CC1.C1C2(CCCCC2=O)CCC1.C[Mg]Cl.[Cl-].[NH4+].[CH3:32][C:33]1([OH:47])[C:42]2([CH2:46][CH2:45][CH2:44][CH2:43]2)[CH2:41][CH2:40][CH2:39][C:34]21[CH2:38][CH2:37][CH2:36][CH2:35]2. (9) The reactants are: [F:1][C:2]1[CH:10]=[CH:9][C:5](C(O)=O)=[CH:4][C:3]=1O.[C:12](=[O:15])([O-])[O-:13].[K+].[K+].[CH3:18]I.CN(C)[CH:22]=[O:23]. Given the product [CH3:18][O:13][C:12](=[O:15])[C:5]1[CH:9]=[CH:10][C:2]([F:1])=[C:3]([O:23][CH3:22])[CH:4]=1, predict the reactants needed to synthesize it. (10) Given the product [F:25][C:24]([F:27])([F:26])[S:21]([O:15][C:13]1[C:12]([N+:16]([O-:18])=[O:17])=[C:11]([NH:36][CH2:37][CH2:38][CH2:39][CH2:40][NH:41][C:42]([O:43][C:44]([CH3:47])([CH3:46])[CH3:45])=[O:48])[C:10]([CH3:20])=[C:9]([Cl:8])[N:14]=1)(=[O:23])=[O:22], predict the reactants needed to synthesize it. The reactants are: C(N(CC)CC)C.[Cl:8][C:9]1[NH:14][C:13](=[O:15])[C:12]([N+:16]([O-:18])=[O:17])=[C:11](O)[C:10]=1[CH3:20].[S:21](O[S:21]([C:24]([F:27])([F:26])[F:25])(=[O:23])=[O:22])([C:24]([F:27])([F:26])[F:25])(=[O:23])=[O:22].[NH2:36][CH2:37][CH2:38][CH2:39][CH2:40][NH:41][C:42](=[O:48])[O:43][C:44]([CH3:47])([CH3:46])[CH3:45].